Dataset: Catalyst prediction with 721,799 reactions and 888 catalyst types from USPTO. Task: Predict which catalyst facilitates the given reaction. (1) Reactant: C([N:8]1[CH2:13][CH2:12][C:11]([CH2:20][C:21]([O:23][CH2:24][CH3:25])=[O:22])([CH2:14][C:15]([O:17][CH2:18][CH3:19])=[O:16])[CH2:10][CH2:9]1)C1C=CC=CC=1.[CH3:38][C:37]([O:36][C:34](O[C:34]([O:36][C:37]([CH3:40])([CH3:39])[CH3:38])=[O:35])=[O:35])([CH3:40])[CH3:39]. Product: [C:37]([O:36][C:34]([N:8]1[CH2:9][CH2:10][C:11]([CH2:14][C:15]([O:17][CH2:18][CH3:19])=[O:16])([CH2:20][C:21]([O:23][CH2:24][CH3:25])=[O:22])[CH2:12][CH2:13]1)=[O:35])([CH3:38])([CH3:39])[CH3:40]. The catalyst class is: 105. (2) Reactant: [CH2:1]([O:3][C:4]1[N:8]([CH2:9][C:10]2[CH:15]=[CH:14][C:13]([C:16]3[CH:21]=[CH:20][CH:19]=[CH:18][C:17]=3[C:22]3[N:26](C(C4C=CC=CC=4)(C4C=CC=CC=4)C4C=CC=CC=4)[N:25]=[N:24][N:23]=3)=[CH:12][CH:11]=2)[C:7]2[C:46]([C:50]([O:52][C:53]([O:56][C:57]([O:59][C@@H:60]3[CH2:64][O:63][C@@H:62]4[C@H:65]([O:68][C:69](=[O:83])[CH2:70][CH2:71][CH2:72][CH:73]([O:79][N+:80]([O-:82])=[O:81])[CH2:74][O:75][N+:76]([O-:78])=[O:77])[CH2:66][O:67][C@H:61]34)=[O:58])([CH3:55])[CH3:54])=[O:51])=[CH:47][CH:48]=[CH:49][C:6]=2[N:5]=1)[CH3:2].CO. Product: [NH:26]1[C:22]([C:17]2[CH:18]=[CH:19][CH:20]=[CH:21][C:16]=2[C:13]2[CH:12]=[CH:11][C:10]([CH2:9][N:8]3[C:7]4[C:46]([C:50]([O:52][C:53]([O:56][C:57]([O:59][C@@H:60]5[CH2:64][O:63][C@@H:62]6[C@H:65]([O:68][C:69](=[O:83])[CH2:70][CH2:71][CH2:72][CH:73]([O:79][N+:80]([O-:82])=[O:81])[CH2:74][O:75][N+:76]([O-:78])=[O:77])[CH2:66][O:67][C@H:61]56)=[O:58])([CH3:55])[CH3:54])=[O:51])=[CH:47][CH:48]=[CH:49][C:6]=4[N:5]=[C:4]3[O:3][CH2:1][CH3:2])=[CH:15][CH:14]=2)=[N:23][N:24]=[N:25]1. The catalyst class is: 2. (3) Reactant: [C:1]([C:3]1[C:8]([CH:9]2[CH2:11][CH2:10]2)=[CH:7][C:6](=[O:12])[NH:5][C:4]=1[S:13][CH2:14][C:15]([NH2:17])=[O:16])#[N:2].C1C=CC(N([S:25]([C:28]([F:31])([F:30])[F:29])(=[O:27])=[O:26])[S:25]([C:28]([F:31])([F:30])[F:29])(=[O:27])=[O:26])=CC=1.C(N(C(C)C)CC)(C)C. Product: [C:15]([CH2:14][S:13][C:4]1[N:5]=[C:6]([O:12][S:25]([C:28]([F:31])([F:30])[F:29])(=[O:27])=[O:26])[CH:7]=[C:8]([CH:9]2[CH2:10][CH2:11]2)[C:3]=1[C:1]#[N:2])(=[O:16])[NH2:17]. The catalyst class is: 4.